Dataset: Full USPTO retrosynthesis dataset with 1.9M reactions from patents (1976-2016). Task: Predict the reactants needed to synthesize the given product. (1) Given the product [CH2:1]=[C:2]1[CH2:6][NH:5][C@H:4]([C:14]([O:16][CH3:17])=[O:15])[CH2:3]1.[ClH:18], predict the reactants needed to synthesize it. The reactants are: [CH2:1]=[C:2]1[CH2:6][N:5](C(OC(C)(C)C)=O)[C@H:4]([C:14]([O:16][CH3:17])=[O:15])[CH2:3]1.[ClH:18]. (2) Given the product [C:2]([C:6]1[O:10][N:9]=[C:8]([NH:11][C:12](=[O:35])[NH:13][C:14]2[CH:19]=[CH:18][C:17]([NH:20][C:21](=[O:34])[C:22]3[CH:27]=[CH:26][C:25]([O:28][C@@H:29]4[CH2:33][CH2:32][N:31]([CH:39]([CH3:40])[CH3:38])[CH2:30]4)=[CH:24][N:23]=3)=[CH:16][CH:15]=2)[CH:7]=1)([CH3:5])([CH3:3])[CH3:4], predict the reactants needed to synthesize it. The reactants are: Cl.[C:2]([C:6]1[O:10][N:9]=[C:8]([NH:11][C:12](=[O:35])[NH:13][C:14]2[CH:19]=[CH:18][C:17]([NH:20][C:21](=[O:34])[C:22]3[CH:27]=[CH:26][C:25]([O:28][C@@H:29]4[CH2:33][CH2:32][NH:31][CH2:30]4)=[CH:24][N:23]=3)=[CH:16][CH:15]=2)[CH:7]=1)([CH3:5])([CH3:4])[CH3:3].Cl.F[CH2:38][C:39](C1ON=C(NC(=O)NC2C=CC(NC(=O)C3C=CC(OC4CCNCC4)=CN=3)=CC=2)C=1)(C)[CH2:40]F. (3) Given the product [CH2:1]([O:8][C:9]1[CH:18]=[CH:17][CH:16]=[C:15]2[C:10]=1[CH:11]=[C:12]([C:19]([OH:21])=[O:20])[CH:13]=[N:14]2)[C:2]1[CH:7]=[CH:6][CH:5]=[CH:4][CH:3]=1, predict the reactants needed to synthesize it. The reactants are: [CH2:1]([O:8][C:9]1[CH:18]=[CH:17][CH:16]=[C:15]2[C:10]=1[CH:11]=[C:12]([C:19]([O:21]CC)=[O:20])[CH:13]=[N:14]2)[C:2]1[CH:7]=[CH:6][CH:5]=[CH:4][CH:3]=1.[Li+].[OH-]. (4) Given the product [CH2:5]([O:28][C:29]1[CH:30]=[CH:13][C:12]([Br:14])=[CH:11][CH:10]=1)[CH2:4][CH2:3][CH3:2], predict the reactants needed to synthesize it. The reactants are: S1[CH:5]=[CH:4][CH:3]=[C:2]1B(O)O.[Li+].[CH3:10][CH2:11][CH2:12][CH2-:13].[Br-:14].[Li+].CSSC.OOS([O-])=O.[K+].C([O:28][CH2:29][CH3:30])C. (5) The reactants are: [Br:1][C:2]1[C:3]([F:20])=[C:4]([F:19])[C:5]([NH:11][C:12]2[CH:17]=[CH:16][CH:15]=[CH:14][C:13]=2[F:18])=[C:6]([CH:10]=1)[C:7]([OH:9])=[O:8].O=S(Cl)Cl.S1(CCC[CH2:28]1)(=O)=O. Given the product [Br:1][C:2]1[C:3]([F:20])=[C:4]([F:19])[C:5]([NH:11][C:12]2[CH:17]=[CH:16][CH:15]=[CH:14][C:13]=2[F:18])=[C:6]([CH:10]=1)[C:7]([O:9][CH3:28])=[O:8], predict the reactants needed to synthesize it. (6) Given the product [C:25]([O:33][CH2:34][C@@H:35]1[C@@H:39]([O:40][C:41](=[O:48])[C:42]2[CH:43]=[CH:44][CH:45]=[CH:46][CH:47]=2)[C@@:38]([Cl:50])([F:49])[C@H:37]([N:1]2[CH:8]=[CH:7][C:5](=[O:6])[NH:4][C:2]2=[O:3])[O:36]1)(=[O:32])[C:26]1[CH:31]=[CH:30][CH:29]=[CH:28][CH:27]=1, predict the reactants needed to synthesize it. The reactants are: [NH:1]1[CH:8]=[CH:7][C:5](=[O:6])[NH:4][C:2]1=[O:3].S([O-])([O-])(=O)=O.[NH4+].[NH4+].C[Si](N[Si](C)(C)C)(C)C.[C:25]([O:33][CH2:34][C@@H:35]1[C@@H:39]([O:40][C:41](=[O:48])[C:42]2[CH:47]=[CH:46][CH:45]=[CH:44][CH:43]=2)[C@@:38]([Cl:50])([F:49])[CH:37](OS(C)(=O)=O)[O:36]1)(=[O:32])[C:26]1[CH:31]=[CH:30][CH:29]=[CH:28][CH:27]=1.[Si](OS(C(F)(F)F)(=O)=O)(C)(C)C.